This data is from Forward reaction prediction with 1.9M reactions from USPTO patents (1976-2016). The task is: Predict the product of the given reaction. Given the reactants C([N:8]([CH2:15][CH2:16][C:17]1[CH:22]=[CH:21][C:20]([O:23][CH3:24])=[C:19]([O:25][CH3:26])[CH:18]=1)[CH2:9][C:10]([N:12]([CH3:14])[CH3:13])=[O:11])C1C=CC=CC=1, predict the reaction product. The product is: [CH3:26][O:25][C:19]1[CH:18]=[C:17]([CH2:16][CH2:15][NH:8][CH2:9][C:10]([N:12]([CH3:14])[CH3:13])=[O:11])[CH:22]=[CH:21][C:20]=1[O:23][CH3:24].